This data is from Full USPTO retrosynthesis dataset with 1.9M reactions from patents (1976-2016). The task is: Predict the reactants needed to synthesize the given product. (1) Given the product [N:3]1[C:4]2[C:9](=[CH:8][CH:7]=[CH:6][CH:5]=2)[CH:10]=[CH:11][C:2]=1[O:1][C:19](=[O:28])[N:20]([CH3:27])[C:21]1[CH:26]=[CH:25][CH:24]=[CH:23][CH:22]=1, predict the reactants needed to synthesize it. The reactants are: [OH:1][C:2]1[CH:11]=[CH:10][C:9]2[C:4](=[CH:5][CH:6]=[CH:7][CH:8]=2)[N:3]=1.[I-].C[N+]1C=CN([C:19](=[O:28])[N:20]([CH3:27])[C:21]2[CH:26]=[CH:25][CH:24]=[CH:23][CH:22]=2)C=1.C(N(CC)CC)C. (2) Given the product [Cl:32][C:6]1[CH:5]=[C:4]([C:33]2[CH:34]=[CH:35][C:36]([C:39]([N:54]3[CH2:59][CH2:58][O:57][CH2:56][CH2:55]3)=[O:41])=[CH:37][CH:38]=2)[CH:3]=[C:2]([Cl:1])[C:7]=1[CH2:8][C@@H:9]1[CH2:13][CH2:12][N:11]([N:14]2[CH2:15][CH2:16][CH:17]([O:20][Si:21]([CH:25]([CH3:26])[CH3:27])([CH:22]([CH3:24])[CH3:23])[CH:28]([CH3:29])[CH3:30])[CH2:18][CH2:19]2)[C:10]1=[O:31], predict the reactants needed to synthesize it. The reactants are: [Cl:1][C:2]1[CH:3]=[C:4]([C:33]2[CH:38]=[CH:37][C:36]([C:39]([OH:41])=O)=[CH:35][CH:34]=2)[CH:5]=[C:6]([Cl:32])[C:7]=1[CH2:8][C@@H:9]1[CH2:13][CH2:12][N:11]([N:14]2[CH2:19][CH2:18][CH:17]([O:20][Si:21]([CH:28]([CH3:30])[CH3:29])([CH:25]([CH3:27])[CH3:26])[CH:22]([CH3:24])[CH3:23])[CH2:16][CH2:15]2)[C:10]1=[O:31].C(N1C=CN=C1)(N1C=CN=C1)=O.[NH:54]1[CH2:59][CH2:58][O:57][CH2:56][CH2:55]1.C(OCC)(=O)C. (3) Given the product [BH-:1]([O:21][C:19]([CH3:12])=[O:20])([O:21][C:19]([CH3:12])=[O:20])[O:26][C:25]([CH3:24])=[O:27].[Na+:2].[CH2:3]([NH:10][CH:11]1[CH2:16][CH2:15][C:14]([F:17])([F:18])[CH2:13][CH:12]1[C:19]([O:21][CH2:22][CH3:23])=[O:20])[C:4]1[CH:5]=[CH:6][CH:7]=[CH:8][CH:9]=1, predict the reactants needed to synthesize it. The reactants are: [BH4-:1].[Na+:2].[CH2:3]([NH:10][C:11]1[CH2:16][CH2:15][C:14]([F:18])([F:17])[CH2:13][C:12]=1[C:19]([O:21][CH2:22][CH3:23])=[O:20])[C:4]1[CH:9]=[CH:8][CH:7]=[CH:6][CH:5]=1.[CH3:24][C:25]([OH:27])=[O:26]. (4) Given the product [N:1]1([C:6]2[CH:13]=[CH:12][C:11]([C:14]([F:16])([F:17])[F:15])=[CH:10][C:7]=2[CH2:8][NH2:9])[CH:5]=[N:4][N:3]=[N:2]1, predict the reactants needed to synthesize it. The reactants are: [N:1]1([C:6]2[CH:13]=[CH:12][C:11]([C:14]([F:17])([F:16])[F:15])=[CH:10][C:7]=2[C:8]#[N:9])[CH:5]=[N:4][N:3]=[N:2]1. (5) The reactants are: C(=O)([O-])[O-].[Cs+].[Cs+].[Cl:7][C:8]1[CH:39]=[CH:38][C:11]([CH2:12][NH:13][C:14]([C:16]2[C:17](=[O:37])[C:18]3[CH:34]=[C:33]([CH2:35]Cl)[S:32][C:19]=3[N:20]([CH2:22][CH2:23][CH2:24][O:25][CH:26]3[CH2:31][CH2:30][CH2:29][CH2:28][O:27]3)[CH:21]=2)=[O:15])=[CH:10][CH:9]=1.[O:40]1[C:44]2[CH:45]=[CH:46][CH:47]=[CH:48][C:43]=2[CH:42]=[C:41]1[CH:49]([OH:53])[CH2:50][NH:51][CH3:52]. Given the product [O:40]1[C:44]2[CH:45]=[CH:46][CH:47]=[CH:48][C:43]=2[CH:42]=[C:41]1[CH:49]([OH:53])[CH2:50][N:51]([CH2:35][C:33]1[S:32][C:19]2[N:20]([CH2:22][CH2:23][CH2:24][O:25][CH:26]3[CH2:31][CH2:30][CH2:29][CH2:28][O:27]3)[CH:21]=[C:16]([C:14]([NH:13][CH2:12][C:11]3[CH:38]=[CH:39][C:8]([Cl:7])=[CH:9][CH:10]=3)=[O:15])[C:17](=[O:37])[C:18]=2[CH:34]=1)[CH3:52], predict the reactants needed to synthesize it. (6) Given the product [Br:1][C:2]1[CH:3]=[C:4]([N:8]2[C:12]3[CH2:13][CH2:14][CH:15]([OH:16])[C:11]=3[C:10]([C:17]([O:19][CH2:20][CH3:21])=[O:18])=[N:9]2)[CH:5]=[CH:6][CH:7]=1, predict the reactants needed to synthesize it. The reactants are: [Br:1][C:2]1[CH:3]=[C:4]([N:8]2[C:12]3[CH2:13][CH2:14][C:15](=[O:16])[C:11]=3[C:10]([C:17]([O:19][CH2:20][CH3:21])=[O:18])=[N:9]2)[CH:5]=[CH:6][CH:7]=1.[BH4-].[Na+].